Dataset: Full USPTO retrosynthesis dataset with 1.9M reactions from patents (1976-2016). Task: Predict the reactants needed to synthesize the given product. Given the product [N:9]1([C:12]([O:6][C@@H:3]2[CH2:4][CH2:5][O:1][CH2:2]2)=[O:13])[CH:8]=[CH:7][N:11]=[CH:10]1, predict the reactants needed to synthesize it. The reactants are: [O:1]1[CH2:5][CH2:4][C@@H:3]([OH:6])[CH2:2]1.[CH:7]1[N:11]=[CH:10][N:9]([C:12](N2C=NC=C2)=[O:13])[CH:8]=1.